This data is from Full USPTO retrosynthesis dataset with 1.9M reactions from patents (1976-2016). The task is: Predict the reactants needed to synthesize the given product. (1) Given the product [ClH:32].[NH2:8][CH:9]([C:20]1[CH:21]=[CH:22][C:23]([C:26]2[CH:31]=[CH:30][CH:29]=[CH:28][CH:27]=2)=[CH:24][CH:25]=1)[C:10]([O:12][CH2:13][C:14]1[CH:19]=[CH:18][CH:17]=[CH:16][CH:15]=1)=[O:11], predict the reactants needed to synthesize it. The reactants are: C(OC([NH:8][CH:9]([C:20]1[CH:25]=[CH:24][C:23]([C:26]2[CH:31]=[CH:30][CH:29]=[CH:28][CH:27]=2)=[CH:22][CH:21]=1)[C:10]([O:12][CH2:13][C:14]1[CH:19]=[CH:18][CH:17]=[CH:16][CH:15]=1)=[O:11])=O)(C)(C)C.[ClH:32]. (2) Given the product [CH3:23][C:22]1[CH:21]=[CH:26][C:7]([C:5]#[N:6])=[N:8][C:12]=1[C:21]1[CH:26]=[CH:25][CH:24]=[CH:23][CH:22]=1, predict the reactants needed to synthesize it. The reactants are: C[Si]([C:5]#[N:6])(C)C.[CH3:7][N:8]([CH3:12])C(Cl)=O.[OH-].[Na+].C(=O)([O-])[O-].[Na+].[Na+].[CH2:21]1[CH2:26][CH2:25][CH2:24][CH2:23][CH2:22]1. (3) Given the product [F:1][C:2]1[C:3]([NH:12][C:13]2[CH:18]=[CH:17][C:16]([C:19]#[C:20][CH2:21][O:22][CH:23]3[CH2:28][CH2:27][CH2:26][CH2:25][O:24]3)=[CH:15][C:14]=2[F:29])=[C:4]([CH:8]=[CH:9][C:10]=1[F:11])[C:5]([NH:42][O:43][CH2:44][CH2:45][OH:46])=[O:7], predict the reactants needed to synthesize it. The reactants are: [F:1][C:2]1[C:3]([NH:12][C:13]2[CH:18]=[CH:17][C:16]([C:19]#[C:20][CH2:21][O:22][CH:23]3[CH2:28][CH2:27][CH2:26][CH2:25][O:24]3)=[CH:15][C:14]=2[F:29])=[C:4]([CH:8]=[CH:9][C:10]=1[F:11])[C:5]([OH:7])=O.C1N=CN(C(N2C=NC=C2)=O)C=1.[NH2:42][O:43][CH2:44][CH2:45][OH:46]. (4) The reactants are: [Br:1][C:2]1[CH:3]=[N:4][C:5](Cl)=[N:6][CH:7]=1.[H-].[Na+].[CH3:11][NH:12][C:13](=[O:15])[CH3:14]. Given the product [Br:1][C:2]1[CH:3]=[N:4][C:5]([N:12]([CH3:11])[C:13](=[O:15])[CH3:14])=[N:6][CH:7]=1, predict the reactants needed to synthesize it. (5) Given the product [F:12][C:8]1[CH:7]=[C:6]([CH:11]=[CH:10][CH:9]=1)[CH2:5][O:4][C:3]1[CH:13]=[CH:14][C:15]([NH2:17])=[CH:16][C:2]=1[Br:1], predict the reactants needed to synthesize it. The reactants are: [Br:1][C:2]1[CH:16]=[C:15]([N+:17]([O-])=O)[CH:14]=[CH:13][C:3]=1[O:4][CH2:5][C:6]1[CH:11]=[CH:10][CH:9]=[C:8]([F:12])[CH:7]=1. (6) Given the product [CH:31]1([NH:30][C:26]2[CH:25]=[C:24]([C:16]3[N:15]=[C:14]([N:11]4[CH2:10][CH2:9][NH:8][CH2:13][CH2:12]4)[C:19]4[CH2:20][NH:21][C:22](=[O:23])[C:18]=4[CH:17]=3)[CH:29]=[CH:28][N:27]=2)[CH2:32][CH2:33][CH2:34][CH2:35][CH2:36]1, predict the reactants needed to synthesize it. The reactants are: C(OC([N:8]1[CH2:13][CH2:12][N:11]([C:14]2[C:19]3[CH2:20][NH:21][C:22](=[O:23])[C:18]=3[CH:17]=[C:16]([C:24]3[CH:29]=[CH:28][N:27]=[C:26]([NH:30][CH:31]4[CH2:36][CH2:35][CH2:34][CH2:33][CH2:32]4)[CH:25]=3)[N:15]=2)[CH2:10][CH2:9]1)=O)(C)(C)C.FC(F)(F)C(O)=O. (7) Given the product [N:3]1[N:2]([C:6]2[CH:34]=[CH:33][CH:32]=[CH:31][C:7]=2[C:8]([N:10]2[C@H:15]([CH3:16])[CH2:14][CH2:13][C@@H:12]([C:17]3[O:18][C:19]([C:25]4[CH:26]=[CH:27][CH:28]=[CH:29][CH:30]=4)=[C:20]([C:22]([NH2:36])=[O:23])[N:21]=3)[CH2:11]2)=[O:9])[N:1]=[CH:5][CH:4]=1, predict the reactants needed to synthesize it. The reactants are: [N:1]1[N:2]([C:6]2[CH:34]=[CH:33][CH:32]=[CH:31][C:7]=2[C:8]([N:10]2[C@H:15]([CH3:16])[CH2:14][CH2:13][C@@H:12]([C:17]3[O:18][C:19]([C:25]4[CH:30]=[CH:29][CH:28]=[CH:27][CH:26]=4)=[C:20]([C:22](O)=[O:23])[N:21]=3)[CH2:11]2)=[O:9])[N:3]=[CH:4][CH:5]=1.C[N:36](C(ON1N=NC2C=CC=NC1=2)=[N+](C)C)C.F[P-](F)(F)(F)(F)F.CCN(C(C)C)C(C)C.[NH4+].[Cl-]. (8) Given the product [NH:8]1[C:16]2[C:11](=[CH:12][C:13]([NH:17][C:18]3[C:19]4[S:26][C:25]([C:27]5[CH:34]=[CH:33][C:30]([CH2:31][NH:7][CH2:6][C:2]6[S:1][CH:5]=[CH:4][CH:3]=6)=[CH:29][CH:28]=5)=[CH:24][C:20]=4[N:21]=[CH:22][N:23]=3)=[CH:14][CH:15]=2)[CH:10]=[CH:9]1, predict the reactants needed to synthesize it. The reactants are: [S:1]1[CH:5]=[CH:4][CH:3]=[C:2]1[CH2:6][NH2:7].[NH:8]1[C:16]2[C:11](=[CH:12][C:13]([NH:17][C:18]3[C:19]4[S:26][C:25]([C:27]5[CH:34]=[CH:33][C:30]([CH:31]=O)=[CH:29][CH:28]=5)=[CH:24][C:20]=4[N:21]=[CH:22][N:23]=3)=[CH:14][CH:15]=2)[CH:10]=[CH:9]1.Cl.